Dataset: Forward reaction prediction with 1.9M reactions from USPTO patents (1976-2016). Task: Predict the product of the given reaction. (1) Given the reactants FC(F)(F)C(O)=O.O[C:9]1([C:22]2[CH:27]=[CH:26][C:25]([O:28][CH2:29][C:30]3[CH:35]=[CH:34][CH:33]=[CH:32][CH:31]=3)=[CH:24][CH:23]=2)[CH2:14][CH2:13][N:12](C(OC(C)(C)C)=O)[CH2:11][CH2:10]1, predict the reaction product. The product is: [C:30]1([CH2:29][O:28][C:25]2[CH:26]=[CH:27][C:22]([C:9]3[CH2:14][CH2:13][NH:12][CH2:11][CH:10]=3)=[CH:23][CH:24]=2)[CH:31]=[CH:32][CH:33]=[CH:34][CH:35]=1. (2) Given the reactants [CH:1]1([C:4]([OH:6])=[O:5])[CH2:3][CH2:2]1.[C:7]1([CH2:13][CH2:14]O)[CH:12]=[CH:11][CH:10]=[CH:9][CH:8]=1, predict the reaction product. The product is: [CH:1]1([C:4]([O:6][CH2:14][CH2:13][C:7]2[CH:12]=[CH:11][CH:10]=[CH:9][CH:8]=2)=[O:5])[CH2:3][CH2:2]1. (3) Given the reactants [CH2:1]([O:3][C:4](=[O:17])[C:5]([S:8]([C:11]1[N:12]([CH3:16])[CH:13]=[CH:14][N:15]=1)(=[O:10])=[O:9])([CH3:7])[CH3:6])[CH3:2].CN1C=CN=C1S.ClC[C:27]1[CH:32]=[CH:31][CH:30]=[CH:29][C:28]=1[C:33]1[CH:38]=[CH:37][CH:36]=[CH:35][CH:34]=1, predict the reaction product. The product is: [CH2:1]([O:3][C:4](=[O:17])[C:5]([CH3:7])([S:8]([C:11]1[N:12]([CH3:16])[CH:13]=[CH:14][N:15]=1)(=[O:10])=[O:9])[CH2:6][C:36]1[CH:37]=[CH:38][C:33]([C:28]2[CH:29]=[CH:30][CH:31]=[CH:32][CH:27]=2)=[CH:34][CH:35]=1)[CH3:2]. (4) Given the reactants [CH3:1][CH:2]1[CH:11]2[C:6]([C:13]3[CH:18]=[CH:17][CH:16]=[CH:15][CH:14]=3)([C:7](=[O:12])[CH2:8][CH2:9][CH2:10]2)[CH2:5][CH2:4][C:3]21[O:22][CH2:21][CH2:20][O:19]2.[C:23](=O)([O:26]C)[O:24][CH3:25].[H-].[Na+].[H-].[K+], predict the reaction product. The product is: [CH3:1][C@H:2]1[C@H:11]2[C@@:6]([C:13]3[CH:18]=[CH:17][CH:16]=[CH:15][CH:14]=3)([C:7](=[O:12])[CH:8]([C:23]([O:24][CH3:25])=[O:26])[CH2:9][CH2:10]2)[CH2:5][CH2:4][C:3]21[O:19][CH2:20][CH2:21][O:22]2. (5) Given the reactants [C:1]([C:5]1[C:6](=[O:11])[O:7][CH2:8][C:9]=1O)([CH3:4])([CH3:3])[CH3:2].O.[NH2:13][NH2:14], predict the reaction product. The product is: [C:1]([C:5]1[C:9]([CH2:8][OH:7])=[N:13][NH:14][C:6]=1[OH:11])([CH3:4])([CH3:3])[CH3:2]. (6) The product is: [CH3:17][O:16][C:13]1[CH:14]=[CH:15][C:10]2[N:11]([CH:18]=[C:8]([C:5]3[CH:4]=[CH:3][C:2]([N:20]([CH3:21])[CH3:19])=[N:7][CH:6]=3)[N:9]=2)[CH:12]=1. Given the reactants F[C:2]1[N:7]=[CH:6][C:5]([C:8]2[N:9]=[C:10]3[CH:15]=[CH:14][C:13]([O:16][CH3:17])=[CH:12][N:11]3[CH:18]=2)=[CH:4][CH:3]=1.[CH3:19][NH:20][CH3:21], predict the reaction product. (7) Given the reactants [C:1]([NH:5][C:6]1[CH:11]=[CH:10][CH:9]=[CH:8][CH:7]=1)([CH3:4])([CH3:3])[CH3:2].[Li]CCCC.[Si:17](Cl)([CH3:20])([CH3:19])[CH3:18], predict the reaction product. The product is: [C:1]([N:5]([Si:17]([CH3:20])([CH3:19])[CH3:18])[C:6]1[CH:11]=[CH:10][CH:9]=[CH:8][CH:7]=1)([CH3:4])([CH3:2])[CH3:3]. (8) Given the reactants [C:1]([O:5][C:6](=[O:25])[C@@H:7]([NH2:24])[CH2:8][NH:9][C:10](=[O:23])[C:11]1[CH:16]=[CH:15][C:14]([CH2:17][CH2:18][C:19]([O:21][CH3:22])=[O:20])=[CH:13][CH:12]=1)([CH3:4])([CH3:3])[CH3:2].C(N(CC)CC)C.[N:33]1[C:42]2[C:37](=[CH:38][CH:39]=[CH:40][C:41]=2[S:43](Cl)(=[O:45])=[O:44])[CH:36]=[CH:35][CH:34]=1, predict the reaction product. The product is: [C:1]([O:5][C:6](=[O:25])[C@@H:7]([NH:24][S:43]([C:41]1[CH:40]=[CH:39][CH:38]=[C:37]2[C:42]=1[N:33]=[CH:34][CH:35]=[CH:36]2)(=[O:44])=[O:45])[CH2:8][NH:9][C:10](=[O:23])[C:11]1[CH:12]=[CH:13][C:14]([CH2:17][CH2:18][C:19]([O:21][CH3:22])=[O:20])=[CH:15][CH:16]=1)([CH3:4])([CH3:2])[CH3:3]. (9) The product is: [C:9]([O:8][C:6]([C:4]1[N:3]=[C:2]([C:13]([O-:15])=[O:14])[S:1][CH:5]=1)=[O:7])([CH3:12])([CH3:10])[CH3:11].[Na+:19]. Given the reactants [S:1]1[CH:5]=[C:4]([C:6]([O:8][C:9]([CH3:12])([CH3:11])[CH3:10])=[O:7])[N:3]=[C:2]1[C:13]([O:15]CC)=[O:14].[OH-].[Na+:19], predict the reaction product.